This data is from Full USPTO retrosynthesis dataset with 1.9M reactions from patents (1976-2016). The task is: Predict the reactants needed to synthesize the given product. Given the product [CH:17]([N:4]([CH:1]([CH3:3])[CH3:2])[C:5]([C:7]1[C:12]([C:23](=[O:25])[CH3:24])=[CH:11][C:10]([C:13]([F:16])([F:14])[F:15])=[CH:9][N:8]=1)=[O:6])([CH3:19])[CH3:18], predict the reactants needed to synthesize it. The reactants are: [CH:1]([N:4]([CH:17]([CH3:19])[CH3:18])[C:5]([C:7]1[CH:12]=[CH:11][C:10]([C:13]([F:16])([F:15])[F:14])=[CH:9][N:8]=1)=[O:6])([CH3:3])[CH3:2].CON(C)[C:23](=[O:25])[CH3:24].